The task is: Predict the reaction yield, written as a fraction of the theoretical maximum amount of product (1.0 means a 100% yield; for example, 0.34 means a 34% yield).. This data is from Reaction yield outcomes from USPTO patents with 853,638 reactions. (1) The reactants are [CH2:1]([O:8][C:9]1[CH:15]=[CH:14][C:13](Br)=[CH:12][C:10]=1[NH2:11])[C:2]1[CH:7]=[CH:6][CH:5]=[CH:4][CH:3]=1.[CH3:17][C:18]1([CH3:34])[C:22]([CH3:24])([CH3:23])[O:21][B:20]([B:20]2[O:21][C:22]([CH3:24])([CH3:23])[C:18]([CH3:34])([CH3:17])[O:19]2)[O:19]1.C([O-])(=O)C.[K+]. The catalyst is CS(C)=O.O.C1C=CC(P(C2C=CC=CC=2)[C-]2C=CC=C2)=CC=1.C1C=CC(P(C2C=CC=CC=2)[C-]2C=CC=C2)=CC=1.Cl[Pd]Cl.[Fe+2]. The product is [CH2:1]([O:8][C:9]1[CH:15]=[CH:14][C:13]([B:20]2[O:21][C:22]([CH3:24])([CH3:23])[C:18]([CH3:34])([CH3:17])[O:19]2)=[CH:12][C:10]=1[NH2:11])[C:2]1[CH:7]=[CH:6][CH:5]=[CH:4][CH:3]=1. The yield is 0.640. (2) The reactants are O=P12OP3(OP(OP(O3)(O1)=O)(=O)O2)=O.OP(O)(O)=O.[C:20]([C:24]1[CH:29]=[CH:28][N:27]=[CH:26][CH:25]=1)(=O)[CH2:21][CH3:22].[NH:30]([C:32]1C=[CH:39][C:35]([C:36]([OH:38])=[O:37])=[CH:34][CH:33]=1)N. The catalyst is O. The product is [N:27]1[CH:28]=[CH:29][C:24]([C:20]2[NH:30][C:32]3[C:22]([CH:21]=2)=[CH:39][C:35]([C:36]([OH:38])=[O:37])=[CH:34][CH:33]=3)=[CH:25][CH:26]=1. The yield is 1.00. (3) The reactants are [F:1][C:2]1[CH:7]=[CH:6][N:5]=[C:4]2[N:8]([Si](C(C)C)(C(C)C)C(C)C)[CH:9]=[CH:10][C:3]=12.[Br-:21].[Br-:22].[Br-].N1C=CC=CC=1.C([OH:34])(C)(C)C. No catalyst specified. The product is [Br:21][C:10]1([Br:22])[C:3]2[C:4](=[N:5][CH:6]=[CH:7][C:2]=2[F:1])[NH:8][C:9]1=[O:34]. The yield is 0.290. (4) The reactants are Br[CH2:2][C:3](=O)[CH:4]([C:12]1[C:17]([Cl:18])=[CH:16][C:15]([N:19]2[C:24](=[O:25])[NH:23][C:22](=[O:26])[CH:21]=[N:20]2)=[CH:14][C:13]=1[Cl:27])[C:5]1[CH:10]=[CH:9][C:8]([Cl:11])=[CH:7][CH:6]=1.[C:29]1([C:35](=[S:37])[NH2:36])[CH:34]=[CH:33][CH:32]=[CH:31][CH:30]=1. The catalyst is C(O)C. The product is [Cl:27][C:13]1[CH:14]=[C:15]([N:19]2[C:24](=[O:25])[NH:23][C:22](=[O:26])[CH:21]=[N:20]2)[CH:16]=[C:17]([Cl:18])[C:12]=1[CH:4]([C:5]1[CH:10]=[CH:9][C:8]([Cl:11])=[CH:7][CH:6]=1)[C:3]1[N:36]=[C:35]([C:29]2[CH:34]=[CH:33][CH:32]=[CH:31][CH:30]=2)[S:37][CH:2]=1. The yield is 0.220.